The task is: Predict the reaction yield, written as a fraction of the theoretical maximum amount of product (1.0 means a 100% yield; for example, 0.34 means a 34% yield).. This data is from Reaction yield outcomes from USPTO patents with 853,638 reactions. (1) The reactants are [CH3:1][CH:2]1[CH2:7][C:6](=[O:8])[CH2:5][C:4](=[O:9])[CH2:3]1.C([O-])([O-])=O.[Na+].[Na+].[O:16](S(C(F)(F)F)(=O)=O)[S:17]([C:20]([F:23])([F:22])[F:21])(=O)=[O:18]. The catalyst is C(Cl)Cl. The product is [F:21][C:20]([F:23])([F:22])[S:17]([O:8][C:6]1[CH2:7][CH:2]([CH3:1])[CH2:3][C:4](=[O:9])[CH:5]=1)(=[O:18])=[O:16]. The yield is 0.670. (2) The reactants are [Cl:1][C:2]1[CH:35]=[CH:34][C:5]([O:6][C:7]2[CH:33]=[CH:32][C:10]([O:11][CH2:12][C@@H:13]3[CH2:17][CH2:16][CH2:15][N:14]3[CH2:18][CH2:19][CH2:20][N:21]3C(=O)C4C(=CC=CC=4)C3=O)=[CH:9][CH:8]=2)=[CH:4][CH:3]=1.O.NN. The product is [Cl:1][C:2]1[CH:35]=[CH:34][C:5]([O:6][C:7]2[CH:33]=[CH:32][C:10]([O:11][CH2:12][C@@H:13]3[CH2:17][CH2:16][CH2:15][N:14]3[CH2:18][CH2:19][CH2:20][NH2:21])=[CH:9][CH:8]=2)=[CH:4][CH:3]=1. The catalyst is CO. The yield is 0.710. (3) The reactants are [F:1][C:2]([F:19])([F:18])[C:3]1[N:8]=[CH:7][C:6]([O:9][C:10]2[CH:17]=[CH:16][C:13]([CH:14]=O)=[CH:12][CH:11]=2)=[CH:5][N:4]=1.[CH3:20][NH2:21]. The catalyst is C(O)C. The product is [CH3:20][NH:21][CH2:14][C:13]1[CH:16]=[CH:17][C:10]([O:9][C:6]2[CH:5]=[N:4][C:3]([C:2]([F:19])([F:18])[F:1])=[N:8][CH:7]=2)=[CH:11][CH:12]=1. The yield is 0.950. (4) The reactants are Br[C:2]1[N:7]=[C:6]([CH2:8][O:9][Si:10]([C:13]([CH3:16])([CH3:15])[CH3:14])([CH3:12])[CH3:11])[CH:5]=[CH:4][CH:3]=1.[C:17]1(=[O:23])[CH2:22][CH2:21][CH2:20][CH2:19][CH2:18]1. No catalyst specified. The product is [Si:10]([O:9][CH2:8][C:6]1[N:7]=[C:2]([C:17]2([OH:23])[CH2:22][CH2:21][CH2:20][CH2:19][CH2:18]2)[CH:3]=[CH:4][CH:5]=1)([C:13]([CH3:16])([CH3:15])[CH3:14])([CH3:12])[CH3:11]. The yield is 0.150. (5) The reactants are Cl[C:2]1[N:7]=[C:6]([C:8]2[N:12]3[CH:13]=[CH:14][CH:15]=[CH:16][C:11]3=[N:10][C:9]=2[C:17]2[CH:18]=[C:19]([CH:31]=[CH:32][CH:33]=2)[C:20]([NH:22][C:23]2[C:28]([F:29])=[CH:27][CH:26]=[CH:25][C:24]=2[F:30])=[O:21])[CH:5]=[CH:4][N:3]=1.[CH2:34]([O:36][C:37]1[CH:42]=[C:41]([N:43]2[CH2:48][CH2:47][N:46]([CH:49]([CH3:51])[CH3:50])[CH2:45][CH2:44]2)[CH:40]=[CH:39][C:38]=1[NH2:52])[CH3:35].Cl.O1CCOCC1.C[O-].[Na+]. The catalyst is FC(F)(F)CO.CO.C(Cl)Cl.CCCCCC. The product is [F:30][C:24]1[CH:25]=[CH:26][CH:27]=[C:28]([F:29])[C:23]=1[NH:22][C:20](=[O:21])[C:19]1[CH:31]=[CH:32][CH:33]=[C:17]([C:9]2[N:10]=[C:11]3[CH:16]=[CH:15][CH:14]=[CH:13][N:12]3[C:8]=2[C:6]2[CH:5]=[CH:4][N:3]=[C:2]([NH:52][C:38]3[CH:39]=[CH:40][C:41]([N:43]4[CH2:48][CH2:47][N:46]([CH:49]([CH3:50])[CH3:51])[CH2:45][CH2:44]4)=[CH:42][C:37]=3[O:36][CH2:34][CH3:35])[N:7]=2)[CH:18]=1. The yield is 0.660. (6) The reactants are [Br:1][C:2]1[CH:7]=[CH:6][CH:5]=[C:4]([Br:8])[CH:3]=1.[N+:9]([O-])([O-:11])=[O:10].[NH4+]. The catalyst is S(=O)(=O)(O)O. The product is [Br:1][C:2]1[CH:3]=[C:4]([Br:8])[CH:5]=[CH:6][C:7]=1[N+:9]([O-:11])=[O:10]. The yield is 0.640.